This data is from Full USPTO retrosynthesis dataset with 1.9M reactions from patents (1976-2016). The task is: Predict the reactants needed to synthesize the given product. (1) Given the product [O:6]=[C:2]1[N:3]([C:11]([O:12][C:13]2[CH:32]=[CH:31][C:28]([CH:29]=[O:30])=[C:27]([F:26])[CH:34]=2)=[O:17])[CH2:4][CH2:5][O:1]1, predict the reactants needed to synthesize it. The reactants are: [O:1]1[CH2:5][CH2:4][NH:3][C:2]1=[O:6].ClC(Cl)(O[C:11](=[O:17])[O:12][C:13](Cl)(Cl)Cl)Cl.C(N(CC)CC)C.[F:26][C:27]1[CH:34]=C(O)[CH:32]=[CH:31][C:28]=1[CH:29]=[O:30]. (2) Given the product [CH:1]([N:4]1[C:8]([C:9]2[N:10]=[C:11]3[C:17]4[CH:18]=[N:19][C:20]([N:22]5[CH2:23][CH2:24][N:25]([CH2:28][C:29]([NH2:34])=[O:30])[CH2:26][CH2:27]5)=[CH:21][C:16]=4[O:15][CH2:14][CH2:13][N:12]3[CH:32]=2)=[N:7][CH:6]=[N:5]1)([CH3:3])[CH3:2], predict the reactants needed to synthesize it. The reactants are: [CH:1]([N:4]1[C:8]([C:9]2[N:10]=[C:11]3[C:17]4[CH:18]=[N:19][C:20]([N:22]5[CH2:27][CH2:26][N:25]([CH2:28][C:29](O)=[O:30])[CH2:24][CH2:23]5)=[CH:21][C:16]=4[O:15][CH2:14][CH2:13][N:12]3[CH:32]=2)=[N:7][CH:6]=[N:5]1)([CH3:3])[CH3:2].C[N:34](C)C=O.C(N(CC)C(C)C)(C)C.F[P-](F)(F)(F)(F)F.C[N+](C)=C(N(C)C)ON1C2N=CC=CC=2N=N1.